Dataset: NCI-60 drug combinations with 297,098 pairs across 59 cell lines. Task: Regression. Given two drug SMILES strings and cell line genomic features, predict the synergy score measuring deviation from expected non-interaction effect. (1) Drug 1: C1=CC(=CC=C1CCC2=CNC3=C2C(=O)NC(=N3)N)C(=O)NC(CCC(=O)O)C(=O)O. Drug 2: CC1C(C(CC(O1)OC2CC(CC3=C2C(=C4C(=C3O)C(=O)C5=CC=CC=C5C4=O)O)(C(=O)C)O)N)O. Cell line: BT-549. Synergy scores: CSS=42.5, Synergy_ZIP=-3.06, Synergy_Bliss=-6.37, Synergy_Loewe=-2.90, Synergy_HSA=-1.12. (2) Drug 1: CN(CC1=CN=C2C(=N1)C(=NC(=N2)N)N)C3=CC=C(C=C3)C(=O)NC(CCC(=O)O)C(=O)O. Drug 2: C1C(C(OC1N2C=NC(=NC2=O)N)CO)O. Cell line: 786-0. Synergy scores: CSS=27.2, Synergy_ZIP=-2.39, Synergy_Bliss=-8.41, Synergy_Loewe=-20.6, Synergy_HSA=-11.0. (3) Drug 1: CCCS(=O)(=O)NC1=C(C(=C(C=C1)F)C(=O)C2=CNC3=C2C=C(C=N3)C4=CC=C(C=C4)Cl)F. Drug 2: CC(C)NC(=O)C1=CC=C(C=C1)CNNC.Cl. Cell line: OVCAR-4. Synergy scores: CSS=0.0675, Synergy_ZIP=0.789, Synergy_Bliss=0.441, Synergy_Loewe=-2.28, Synergy_HSA=-2.10.